Task: Binary Classification. Given a drug SMILES string, predict its activity (active/inactive) in a high-throughput screening assay against a specified biological target.. Dataset: Cav3 T-type calcium channel HTS with 100,875 compounds (1) The molecule is S(=O)(=O)(N(C1CCCCC1)CC(=O)NC)c1ccc(F)cc1. The result is 0 (inactive). (2) The compound is S(CC(=O)NCc1ccc(F)cc1)c1oc(nn1)CNC(=O)c1ccc(OC)cc1. The result is 0 (inactive). (3) The drug is O(C(=O)C=1C(C2CCC=CC2)C(=C(NC1C)C)C(OC)=O)C. The result is 0 (inactive). (4) The compound is O(CCCCn1c2c(nc1)cc(c(c2)C)C)c1ccccc1. The result is 1 (active). (5) The molecule is O(c1c2c(nc(c1)c1cc(OC)ccc1)ccc(NC(=O)c1ccc(N(C)C)cc1)c2)Cc1ccc(OC)cc1. The result is 0 (inactive). (6) The drug is O(C(=O)c1n(c2ccc(OC)cc2)c(nc1N)C)C. The result is 0 (inactive). (7) The molecule is S1C(C(=O)N2C(C(=C(N=C12)C)C(OC)=O)c1sccc1)C. The result is 0 (inactive). (8) The drug is s1c(n2nc(c(Sc3ccc(F)cc3)c2N)C)nc2c1cccc2. The result is 0 (inactive). (9) The molecule is O1c2c(C(CCN3CCOCC3)c3ccc(N(C)C)cc3)c(OC)cc(OC)c2C(CC1=O)c1ccc(N(C)C)cc1. The result is 0 (inactive). (10) The compound is O=C(N1CCN(CC1)c1ncccn1)c1cc2c(oc1=O)c(OC)ccc2. The result is 0 (inactive).